The task is: Predict the reactants needed to synthesize the given product.. This data is from Full USPTO retrosynthesis dataset with 1.9M reactions from patents (1976-2016). (1) Given the product [Cl:19][C:20]1[CH:25]=[CH:24][N:23]=[C:22]2[NH:26][CH:27]=[C:28]([C:29]([F:30])([F:31])[F:32])[C:21]=12, predict the reactants needed to synthesize it. The reactants are: [F-].C([N+](CCCC)(CCCC)CCCC)CCC.[Cl:19][C:20]1[CH:25]=[CH:24][N:23]=[C:22]2[N:26](S(C3C=CC(C)=CC=3)(=O)=O)[CH:27]=[C:28]([C:29]([F:32])([F:31])[F:30])[C:21]=12.C([O-])(O)=O.[Na+]. (2) Given the product [CH2:30]([O:29][CH2:28][C:25]1[CH:24]=[CH:23][C:22]([CH2:21][N:1]2[CH:5]=[C:4]([C:6]3[C:7]([NH2:12])=[N:8][CH:9]=[CH:10][CH:11]=3)[CH:3]=[N:2]2)=[CH:27][CH:26]=1)[C:31]#[CH:32], predict the reactants needed to synthesize it. The reactants are: [NH:1]1[CH:5]=[C:4]([C:6]2[C:7]([NH2:12])=[N:8][CH:9]=[CH:10][CH:11]=2)[CH:3]=[N:2]1.O1CCCC1.[H-].[Na+].Cl[CH2:21][C:22]1[CH:27]=[CH:26][C:25]([CH2:28][O:29][CH2:30][C:31]#[CH:32])=[CH:24][CH:23]=1. (3) Given the product [NH2:1][C:2]1[C:7]([C:8]#[N:9])=[C:6]([C:10]2[N:11]=[CH:12][S:13][CH:14]=2)[C:5]([C:15]#[N:16])=[C:4]([S:17][CH2:19][C:20]2[N:21]=[C:22]([C:25]3[CH:30]=[CH:29][C:28]([Cl:31])=[CH:27][CH:26]=3)[O:23][CH:24]=2)[N:3]=1, predict the reactants needed to synthesize it. The reactants are: [NH2:1][C:2]1[C:7]([C:8]#[N:9])=[C:6]([C:10]2[N:11]=[CH:12][S:13][CH:14]=2)[C:5]([C:15]#[N:16])=[C:4]([SH:17])[N:3]=1.Cl[CH2:19][C:20]1[N:21]=[C:22]([C:25]2[CH:30]=[CH:29][C:28]([Cl:31])=[CH:27][CH:26]=2)[O:23][CH:24]=1.C(=O)(O)[O-].[Na+]. (4) The reactants are: C([O:8][CH2:9][CH3:10])(OCC)OCC.[CH3:11][C:12]1[NH:13][CH:14]=[C:15](C)[C:16]=1[C:17]1[CH2:18][CH2:19][N:20]([CH3:23])[CH2:21][CH:22]=1. Given the product [CH3:14][C:15]1[C:16]([C:17]2[CH2:22][CH2:21][N:20]([CH3:23])[CH2:19][CH:18]=2)=[C:12]([CH3:11])[NH:13][C:10]=1[CH:9]=[O:8], predict the reactants needed to synthesize it. (5) Given the product [Cl:1][C:2]1[CH:7]=[CH:6][C:5]([O:8][C:9]2[CH:10]=[CH:11][C:12]([CH2:15][S:16][C:17]3[NH:18][CH:19]=[C:20]([CH2:24][N:63]4[CH2:42][CH2:41][CH2:43][CH2:65][CH2:64]4)[C:21](=[O:23])[N:22]=3)=[CH:13][CH:14]=2)=[CH:4][C:3]=1[C:26]([F:27])([F:28])[F:29], predict the reactants needed to synthesize it. The reactants are: [Cl:1][C:2]1[CH:7]=[CH:6][C:5]([O:8][C:9]2[CH:14]=[CH:13][C:12]([CH2:15][S:16][C:17]3[NH:18][CH:19]=[C:20]([CH2:24]O)[C:21](=[O:23])[N:22]=3)=[CH:11][CH:10]=2)=[CH:4][C:3]=1[C:26]([F:29])([F:28])[F:27].CC(OC(/N=N/C(O[CH:41]([CH3:43])[CH3:42])=O)=O)C.C1(P(C2C=CC=CC=2)C2C=CC=CC=2)C=CC=CC=1.[NH:63]1CCN[CH2:65][CH2:64]1. (6) The reactants are: [N:1]1([CH2:6][CH2:7][CH2:8][O:9][C:10]2[CH:15]=[CH:14][C:13]([C:16]3([CH2:22][NH2:23])[CH2:21][CH2:20][O:19][CH2:18][CH2:17]3)=[CH:12][CH:11]=2)[CH2:5][CH2:4][CH2:3][CH2:2]1.C(N(CC)CC)C.[CH3:31][N:32]([CH3:37])[S:33](Cl)(=[O:35])=[O:34]. Given the product [N:1]1([CH2:6][CH2:7][CH2:8][O:9][C:10]2[CH:15]=[CH:14][C:13]([C:16]3([CH2:22][NH:23][S:33]([N:32]([CH3:37])[CH3:31])(=[O:35])=[O:34])[CH2:17][CH2:18][O:19][CH2:20][CH2:21]3)=[CH:12][CH:11]=2)[CH2:5][CH2:4][CH2:3][CH2:2]1, predict the reactants needed to synthesize it.